Dataset: Full USPTO retrosynthesis dataset with 1.9M reactions from patents (1976-2016). Task: Predict the reactants needed to synthesize the given product. Given the product [NH2:1][C:2]1[S:6][C:5]([S:7][CH2:11][C:12](=[O:14])[CH3:13])=[N:4][N:3]=1, predict the reactants needed to synthesize it. The reactants are: [NH2:1][C:2]1[S:6][C:5]([SH:7])=[N:4][N:3]=1.[OH-].[Na+].Cl[CH2:11][C:12](=[O:14])[CH3:13].